This data is from Reaction yield outcomes from USPTO patents with 853,638 reactions. The task is: Predict the reaction yield, written as a fraction of the theoretical maximum amount of product (1.0 means a 100% yield; for example, 0.34 means a 34% yield). (1) The reactants are [Cl:1][C:2]1[CH:23]=[CH:22][C:5]([CH2:6][N:7]2[CH:12]=[C:11]([C:13]3[CH:18]=[CH:17][C:16]([CH2:19][OH:20])=[CH:15][CH:14]=3)[CH:10]=[CH:9][C:8]2=[O:21])=[CH:4][CH:3]=1.I[CH2:25][CH3:26]. No catalyst specified. The product is [Cl:1][C:2]1[CH:3]=[CH:4][C:5]([CH2:6][N:7]2[CH:12]=[C:11]([C:13]3[CH:18]=[CH:17][C:16]([CH2:19][O:20][CH2:25][CH3:26])=[CH:15][CH:14]=3)[CH:10]=[CH:9][C:8]2=[O:21])=[CH:22][CH:23]=1. The yield is 0.410. (2) The reactants are NC1(C2C=CC(C3C(=O)C4C(=CC=C(F)C=4)OC=3C3C=CC=CC=3)=CC=2)CCC1.C(OC(=O)[NH:36][C:37]1([C:41]2[CH:46]=[CH:45][C:44]([C:47]3[C:56](=[O:57])[C:55]4[C:50](=[CH:51][CH:52]=[C:53]([O:58][CH3:59])[CH:54]=4)[O:49][C:48]=3[C:60]3[CH:65]=[CH:64][CH:63]=[CH:62][CH:61]=3)=[CH:43][CH:42]=2)[CH2:40][CH2:39][CH2:38]1)(C)(C)C. No catalyst specified. The product is [NH2:36][C:37]1([C:41]2[CH:42]=[CH:43][C:44]([C:47]3[C:56](=[O:57])[C:55]4[C:50](=[CH:51][CH:52]=[C:53]([O:58][CH3:59])[CH:54]=4)[O:49][C:48]=3[C:60]3[CH:65]=[CH:64][CH:63]=[CH:62][CH:61]=3)=[CH:45][CH:46]=2)[CH2:38][CH2:39][CH2:40]1. The yield is 0.820. (3) The reactants are [CH:1]([C@H:4]1[CH2:8][O:7][C:6](=[O:9])[N:5]1[C:10]1[CH:15]=[CH:14][N:13]2[N:16]=[CH:17][C:18]([C:19]3[CH:24]=[CH:23][C:22]([C:25]4[N:29]=[CH:28][N:27](COCC[Si](C)(C)C)[N:26]=4)=[CH:21][CH:20]=3)=[C:12]2[N:11]=1)([CH3:3])[CH3:2].C([C@H]1COC(=O)N1C1C=CN2N=CC(C3C=CC(C4N(COCC[Si](C)(C)C)N=CN=4)=CC=3)=C2N=1)(C)C.FC(F)(F)C(O)=O. The catalyst is ClCCl. The product is [NH:27]1[CH:28]=[N:29][C:25]([C:22]2[CH:21]=[CH:20][C:19]([C:18]3[CH:17]=[N:16][N:13]4[CH:14]=[CH:15][C:10]([N:5]5[C@@H:4]([CH:1]([CH3:2])[CH3:3])[CH2:8][O:7][C:6]5=[O:9])=[N:11][C:12]=34)=[CH:24][CH:23]=2)=[N:26]1. The yield is 0.780. (4) The reactants are [CH3:1][NH:2][C:3]([C:5]1[C:6]2[C:7](=O)[CH2:8][C:9]3([NH:18][C:19]=2[C:20]2[N:25]=[C:24]([CH3:26])[N:23]([CH3:27])[C:21]=2[CH:22]=1)[CH2:17][C:16]1[C:11](=[CH:12][CH:13]=[CH:14][CH:15]=1)[CH2:10]3)=[O:4].C([SiH](CC)CC)C.[OH-].[Na+]. The catalyst is FC(F)(F)C(O)=O. The yield is 0.410. The product is [CH3:1][NH:2][C:3]([C:5]1[C:6]2[CH2:7][CH2:8][C:9]3([NH:18][C:19]=2[C:20]2[N:25]=[C:24]([CH3:26])[N:23]([CH3:27])[C:21]=2[CH:22]=1)[CH2:17][C:16]1[C:11](=[CH:12][CH:13]=[CH:14][CH:15]=1)[CH2:10]3)=[O:4]. (5) The reactants are [N+:1]([C:4]1[CH:9]=[C:8]([C:10]2[S:11][CH:12]=[CH:13][CH:14]=2)[CH:7]=[CH:6][C:5]=1[NH:15][C:16](=[O:22])[O:17][C:18]([CH3:21])([CH3:20])[CH3:19])([O-])=O.[H][H]. The catalyst is CCOC(C)=O.[Pd]. The product is [NH2:1][C:4]1[CH:9]=[C:8]([C:10]2[S:11][CH:12]=[CH:13][CH:14]=2)[CH:7]=[CH:6][C:5]=1[NH:15][C:16](=[O:22])[O:17][C:18]([CH3:20])([CH3:19])[CH3:21]. The yield is 0.950. (6) The reactants are [F:1][C:2]([F:24])([F:23])[O:3][C:4]1[CH:9]=[CH:8][C:7]([N:10]2[CH:14]=[N:13][C:12]([C:15]3[CH:22]=[CH:21][C:18]([CH:19]=[O:20])=[CH:17][CH:16]=3)=[N:11]2)=[CH:6][CH:5]=1.[CH3:25][Mg]Br.Cl. The catalyst is O1CCCC1.C(=O)=O.CC(C)=O.O. The product is [F:24][C:2]([F:1])([F:23])[O:3][C:4]1[CH:5]=[CH:6][C:7]([N:10]2[CH:14]=[N:13][C:12]([C:15]3[CH:22]=[CH:21][C:18]([CH:19]([OH:20])[CH3:25])=[CH:17][CH:16]=3)=[N:11]2)=[CH:8][CH:9]=1. The yield is 0.940. (7) The reactants are [CH3:1][C:2]1[CH:11]=[C:10]([CH2:12][O:13][C:14]2[CH:19]=[CH:18][C:17]([C:20]3[CH2:24][CH:23]([CH2:25][C:26]([OH:28])=O)[O:22][N:21]=3)=[CH:16][CH:15]=2)[C:9]2[C:4](=[CH:5][CH:6]=[CH:7][CH:8]=2)[N:3]=1.F[P-](F)(F)(F)(F)F.[N:36]1([O:45][P+](N(C)C)(N(C)C)N(C)C)C2C=CC=CC=2N=N1.C(N(C(C)C)CC)(C)C.Cl.NO. The catalyst is CN(C=O)C. The product is [OH:45][NH:36][C:26](=[O:28])[CH2:25][CH:23]1[O:22][N:21]=[C:20]([C:17]2[CH:16]=[CH:15][C:14]([O:13][CH2:12][C:10]3[C:9]4[C:4](=[CH:5][CH:6]=[CH:7][CH:8]=4)[N:3]=[C:2]([CH3:1])[CH:11]=3)=[CH:19][CH:18]=2)[CH2:24]1. The yield is 0.250.